From a dataset of Reaction yield outcomes from USPTO patents with 853,638 reactions. Predict the reaction yield, written as a fraction of the theoretical maximum amount of product (1.0 means a 100% yield; for example, 0.34 means a 34% yield). (1) The catalyst is C1(C)C=CC=CC=1.CO. The yield is 0.720. The product is [CH2:11]([NH:1][CH2:2][CH2:3][C:4]1[CH:9]=[CH:8][C:7]([OH:10])=[CH:6][CH:5]=1)[CH3:12]. The reactants are [NH2:1][CH2:2][CH2:3][C:4]1[CH:9]=[CH:8][C:7]([OH:10])=[CH:6][CH:5]=1.[CH:11](=O)[CH3:12].[BH3-]C#N.[Na+].C(NCC)C. (2) The reactants are [Cl:1][C:2]1[S:6][C:5]([S:7]([N:10](S(C2SC(Cl)=CC=2)(=O)=O)[C:11]2[C:19]3[C:14](=[CH:15][CH:16]=[CH:17][C:18]=3[O:20][CH3:21])[N:13]([CH2:22][C:23]3[CH:28]=[CH:27][CH:26]=[C:25]([O:29][CH2:30][CH2:31][N:32]([CH3:34])[CH3:33])[CH:24]=3)[N:12]=2)(=[O:9])=[O:8])=[CH:4][CH:3]=1.[OH-].[Na+]. The catalyst is CO. The product is [Cl:1][C:2]1[S:6][C:5]([S:7]([NH:10][C:11]2[C:19]3[C:14](=[CH:15][CH:16]=[CH:17][C:18]=3[O:20][CH3:21])[N:13]([CH2:22][C:23]3[CH:28]=[CH:27][CH:26]=[C:25]([O:29][CH2:30][CH2:31][N:32]([CH3:33])[CH3:34])[CH:24]=3)[N:12]=2)(=[O:8])=[O:9])=[CH:4][CH:3]=1. The yield is 0.390. (3) The reactants are [F:1][C:2]1[CH:3]=[C:4]([CH:8]=[CH:9][C:10]=1[C:11]1[CH:16]=[CH:15][CH:14]=[CH:13][CH:12]=1)[C:5]([OH:7])=O.[C:17]([NH2:26])(=[O:25])[C:18]1[C:19](=[CH:21][CH:22]=[CH:23][CH:24]=1)[NH2:20].C(N(C(C)C)CC)(C)C.CO.ClCCl. The catalyst is C(Cl)(=O)C(Cl)=O.CN(C=O)C.C1(C)C=CC=CC=1. The product is [F:1][C:2]1[CH:3]=[C:4]([C:5]([NH:20][C:19]2[CH:21]=[CH:22][CH:23]=[CH:24][C:18]=2[C:17]([NH2:26])=[O:25])=[O:7])[CH:8]=[CH:9][C:10]=1[C:11]1[CH:16]=[CH:15][CH:14]=[CH:13][CH:12]=1. The yield is 0.760. (4) The reactants are [CH3:1][O:2][C:3]1[CH:10]=[CH:9][CH:8]=[C:7]([O:11][CH3:12])[C:4]=1[CH:5]=O.C([CH2:16][S:17]([CH2:20][S:21]([CH2:24][C:25](O)=O)(=[O:23])=[O:22])(=[O:19])=[O:18])(O)=O. The catalyst is C(O)(=O)C. The product is [CH3:1][O:2][C:3]1[CH:10]=[CH:9][CH:8]=[C:7]([O:11][CH3:12])[C:4]=1/[CH:5]=[CH:16]/[S:17]([CH2:20][S:21](/[CH:24]=[CH:25]/[C:4]1[C:3]([O:2][CH3:1])=[CH:10][CH:9]=[CH:8][C:7]=1[O:11][CH3:12])(=[O:22])=[O:23])(=[O:18])=[O:19]. The yield is 0.740. (5) The reactants are C([O:4][CH:5]1[C:9]2[N:10]=[CH:11][N:12]=[C:13]([N:14]3[CH2:19][CH2:18][N:17]([C:20]([O:22][C:23]([CH3:26])([CH3:25])[CH3:24])=[O:21])[CH2:16][CH2:15]3)[C:8]=2[CH2:7][CH2:6]1)(=O)C.[Li+].[OH-]. The catalyst is C1COCC1. The product is [OH:4][CH:5]1[C:9]2[N:10]=[CH:11][N:12]=[C:13]([N:14]3[CH2:19][CH2:18][N:17]([C:20]([O:22][C:23]([CH3:26])([CH3:25])[CH3:24])=[O:21])[CH2:16][CH2:15]3)[C:8]=2[CH2:7][CH2:6]1. The yield is 0.970. (6) The reactants are C[Si]([N-][Si](C)(C)C)(C)C.[Na+].[F:11][C:12]1[C:17]([F:18])=[CH:16][CH:15]=[CH:14][C:13]=1[C@@H:19]1[CH2:28][CH2:27][C@@H:26]([OH:29])[C:22]2[N:23]=[CH:24][S:25][C:21]=2[C@H:20]1[NH:30][C:31](=[O:37])[O:32][C:33]([CH3:36])([CH3:35])[CH3:34].N1([C:43]([N:45]2[CH2:50][CH2:49][CH:48]([N:51]3[C:59]4[C:54](=[N:55][CH:56]=[CH:57][CH:58]=4)[NH:53][C:52]3=[O:60])[CH2:47][CH2:46]2)=[O:44])C=CN=C1. The catalyst is CN(C)C=O. The product is [O:60]=[C:52]1[NH:53][C:54]2=[N:55][CH:56]=[CH:57][CH:58]=[C:59]2[N:51]1[CH:48]1[CH2:47][CH2:46][N:45]([C:43]([O:29][C@H:26]2[C:22]3[N:23]=[CH:24][S:25][C:21]=3[C@@H:20]([NH:30][C:31]([O:32][C:33]([CH3:34])([CH3:36])[CH3:35])=[O:37])[C@H:19]([C:13]3[CH:14]=[CH:15][CH:16]=[C:17]([F:18])[C:12]=3[F:11])[CH2:28][CH2:27]2)=[O:44])[CH2:50][CH2:49]1. The yield is 0.560. (7) The reactants are N1([CH2:10][NH:11][C:12]2[CH:17]=[CH:16][C:15]([O:18][CH2:19][C:20]3[CH:25]=[CH:24][CH:23]=[CH:22][CH:21]=3)=[CH:14][C:13]=2[F:26])C2C=CC=CC=2N=N1.[BH4-].[Na+].O.C(OCC)(=O)C.O1CCCC1. The yield is 0.649. The catalyst is CN(C)C=O.CO.C(O)C. The product is [CH3:10][NH:11][C:12]1[CH:17]=[CH:16][C:15]([O:18][CH2:19][C:20]2[CH:21]=[CH:22][CH:23]=[CH:24][CH:25]=2)=[CH:14][C:13]=1[F:26]. (8) The product is [N+:12]([C:3]1[CH:4]=[N:5][C:6]2[C:11]([C:2]=1[NH:15][CH2:16][C:17]1([OH:23])[CH2:22][CH2:21][O:20][CH2:19][CH2:18]1)=[CH:10][CH:9]=[CH:8][CH:7]=2)([O-:14])=[O:13]. The yield is 0.900. The catalyst is O. The reactants are Cl[C:2]1[C:11]2[C:6](=[CH:7][CH:8]=[CH:9][CH:10]=2)[N:5]=[CH:4][C:3]=1[N+:12]([O-:14])=[O:13].[NH2:15][CH2:16][C:17]1([OH:23])[CH2:22][CH2:21][O:20][CH2:19][CH2:18]1. (9) The reactants are Cl.C(N=C=NCCCN(C)C)C.[OH:13][CH2:14][C:15]1[CH:23]=[CH:22][C:18]([C:19]([OH:21])=O)=[CH:17][CH:16]=1.[C:24]1([CH2:30][O:31][C:32]([C:34]2([NH2:40])[CH2:39][CH2:38][CH2:37][CH2:36][CH2:35]2)=[O:33])[CH:29]=[CH:28][CH:27]=[CH:26][CH:25]=1.ON1C2C=CC=CC=2N=N1. The catalyst is C(Cl)Cl. The product is [C:24]1([CH2:30][O:31][C:32]([C:34]2([NH:40][C:19]([C:18]3[CH:17]=[CH:16][C:15]([CH2:14][OH:13])=[CH:23][CH:22]=3)=[O:21])[CH2:35][CH2:36][CH2:37][CH2:38][CH2:39]2)=[O:33])[CH:25]=[CH:26][CH:27]=[CH:28][CH:29]=1. The yield is 0.560.